This data is from Reaction yield outcomes from USPTO patents with 853,638 reactions. The task is: Predict the reaction yield, written as a fraction of the theoretical maximum amount of product (1.0 means a 100% yield; for example, 0.34 means a 34% yield). (1) The reactants are C[Al](C)C.[CH3:5][C:6]1([CH3:23])[NH:11][CH2:10][CH2:9][N:8]([C:12]2[CH:22]=[CH:21][C:15]([C:16]([O:18]CC)=O)=[CH:14][CH:13]=2)[CH2:7]1.[CH3:24][O:25][C:26]1[CH:27]=[C:28]([CH2:34][O:35][C:36]2[CH:37]=[C:38]([NH2:41])[NH:39][N:40]=2)[CH:29]=[C:30]([O:32][CH3:33])[CH:31]=1.S([O-])([O-])=O.[Na+].[Na+]. The catalyst is C1(C)C=CC=CC=1.CC(C)=O. The product is [CH3:33][O:32][C:30]1[CH:29]=[C:28]([CH2:34][O:35][C:36]2[CH:37]=[C:38]([NH:41][C:16](=[O:18])[C:15]3[CH:14]=[CH:13][C:12]([N:8]4[CH2:9][CH2:10][NH:11][C:6]([CH3:5])([CH3:23])[CH2:7]4)=[CH:22][CH:21]=3)[NH:39][N:40]=2)[CH:27]=[C:26]([O:25][CH3:24])[CH:31]=1. The yield is 0.105. (2) The reactants are [F:1][CH:2]1[C:7]([C:8]2[C:16]3[C:11](=[CH:12][CH:13]=[C:14]([N+:17]([O-])=O)[CH:15]=3)[NH:10][CH:9]=2)=[CH:6][CH2:5][N:4]([CH3:20])[CH2:3]1.O.NN. The catalyst is CO.[Ni]. The product is [F:1][CH:2]1[C:7]([C:8]2[C:16]3[C:11](=[CH:12][CH:13]=[C:14]([NH2:17])[CH:15]=3)[NH:10][CH:9]=2)=[CH:6][CH2:5][N:4]([CH3:20])[CH2:3]1. The yield is 0.450. (3) The reactants are [CH2:1]([N:3]1[C:7]2[N:8]=[C:9]([C:18]3[CH:23]=[CH:22][C:21]([NH:24][C:25]([NH:27][C:28]4[CH:36]=[CH:35][C:31]([C:32](O)=[O:33])=[CH:30][CH:29]=4)=[O:26])=[CH:20][CH:19]=3)[N:10]=[C:11]([N:12]3[CH2:17][CH2:16][O:15][CH2:14][CH2:13]3)[C:6]=2[CH:5]=[CH:4]1)[CH3:2].[N:37]1([CH:42]2[CH2:47][CH2:46][NH:45][CH2:44][CH2:43]2)[CH2:41][CH2:40][CH2:39][CH2:38]1. No catalyst specified. The product is [CH2:1]([N:3]1[C:7]2[N:8]=[C:9]([C:18]3[CH:19]=[CH:20][C:21]([NH:24][C:25]([NH:27][C:28]4[CH:29]=[CH:30][C:31]([C:32]([N:45]5[CH2:46][CH2:47][CH:42]([N:37]6[CH2:41][CH2:40][CH2:39][CH2:38]6)[CH2:43][CH2:44]5)=[O:33])=[CH:35][CH:36]=4)=[O:26])=[CH:22][CH:23]=3)[N:10]=[C:11]([N:12]3[CH2:13][CH2:14][O:15][CH2:16][CH2:17]3)[C:6]=2[CH:5]=[CH:4]1)[CH3:2]. The yield is 0.670. (4) The reactants are [CH:1]([N:4]1[CH2:10][CH2:9][C:8]2[S:11][C:12]([NH:14][C:15]3[N:20]=[C:19]([CH3:21])[CH:18]=[CH:17][N:16]=3)=[N:13][C:7]=2[C:6]2=[CH:22][N:23](CC3C=CC(OC)=CC=3)[N:24]=[C:5]12)([CH3:3])[CH3:2]. The catalyst is C(O)(C(F)(F)F)=O.CCOC(C)=O. The product is [CH:1]([N:4]1[CH2:10][CH2:9][C:8]2[S:11][C:12]([NH:14][C:15]3[N:20]=[C:19]([CH3:21])[CH:18]=[CH:17][N:16]=3)=[N:13][C:7]=2[C:6]2=[CH:22][NH:23][N:24]=[C:5]12)([CH3:3])[CH3:2]. The yield is 0.320. (5) The reactants are [CH3:1][CH2:2][C@@H:3]([CH:28]([CH3:30])[CH3:29])/[CH:4]=[CH:5]/[C@H:6]([C@@H:8]1[C@@:12]2([CH3:27])[CH2:13][CH2:14][C@@H:15]3[C@@:20]4([CH3:26])[CH2:21][CH2:22][C@H:23]([OH:25])[CH2:24][C:19]4=[CH:18][CH2:17][C@H:16]3[C@@H:11]2[CH2:10][CH2:9]1)[CH3:7].[S:31](Cl)([C:34]1[CH:40]=[CH:39][C:37]([CH3:38])=[CH:36][CH:35]=1)(=[O:33])=[O:32].C(=O)(O)[O-:43].[Na+]. The catalyst is CN(C)C1C=CN=CC=1.N1C=CC=CC=1. The product is [CH3:1][CH2:2][C@@H:3]([CH:28]([CH3:29])[CH3:30])/[CH:4]=[CH:5]/[C@H:6]([C@@H:8]1[C@@:12]2([CH3:27])[CH2:13][CH2:14][C@@H:15]3[C@@:20]4([CH3:26])[CH2:21][CH2:22][C@H:23]([OH:25])[CH2:24][C:19]4=[CH:18][CH2:17][C@H:16]3[C@@H:11]2[CH2:10][CH2:9]1)[CH3:7].[S:31]([C:34]1[CH:40]=[CH:39][C:37]([CH3:38])=[CH:36][CH:35]=1)([O-:43])(=[O:33])=[O:32]. The yield is 0.890. (6) The reactants are [C:1]([C:5]1[CH:10]=[CH:9][C:8]([S:11](Cl)(=[O:13])=[O:12])=[CH:7][CH:6]=1)([CH3:4])([CH3:3])[CH3:2].[NH2:15][CH2:16][C:17]1[CH:25]=[CH:24][C:20]([C:21]([OH:23])=[O:22])=[CH:19][CH:18]=1.Cl. The catalyst is [OH-].[Na+]. The product is [C:1]([C:5]1[CH:10]=[CH:9][C:8]([S:11]([NH:15][CH2:16][C:17]2[CH:18]=[CH:19][C:20]([C:21]([OH:23])=[O:22])=[CH:24][CH:25]=2)(=[O:13])=[O:12])=[CH:7][CH:6]=1)([CH3:4])([CH3:3])[CH3:2]. The yield is 0.710. (7) The reactants are [C:1]([NH:8][C@H:9]([C:13]([OH:15])=O)[CH:10]([CH3:12])[CH3:11])([O:3][C:4]([CH3:7])([CH3:6])[CH3:5])=[O:2].CN(C(ON1N=NC2C=CC=NC1=2)=[N+](C)C)C.F[P-](F)(F)(F)(F)F.CN1CCOCC1.[CH2:47]([O:49][C:50](=[O:68])[CH2:51][CH2:52][C:53]1[O:54][C:55]2[CH:67]=[CH:66][CH:65]=[CH:64][C:56]=2[C:57]=1[CH2:58][CH:59]1[CH2:63][CH2:62][CH2:61][NH:60]1)[CH3:48]. The catalyst is CN1C(=O)CCC1.C(OCC)C. The product is [CH2:47]([O:49][C:50](=[O:68])[CH2:51][CH2:52][C:53]1[O:54][C:55]2[CH:67]=[CH:66][CH:65]=[CH:64][C:56]=2[C:57]=1[CH2:58][CH:59]1[CH2:63][CH2:62][CH2:61][N:60]1[C:13](=[O:15])[CH:9]([NH:8][C:1]([O:3][C:4]([CH3:5])([CH3:6])[CH3:7])=[O:2])[CH:10]([CH3:11])[CH3:12])[CH3:48]. The yield is 0.960.